This data is from Catalyst prediction with 721,799 reactions and 888 catalyst types from USPTO. The task is: Predict which catalyst facilitates the given reaction. (1) Reactant: [CH3:1][O:2][C:3]1[N:8]2[N:9]=[C:10]([CH2:12][O:13]C3CCCCO3)[CH:11]=[C:7]2[C:6]([C:20]([OH:22])=[O:21])=[CH:5][CH:4]=1.O.C1(C)C=CC(S(O)(=O)=O)=CC=1. Product: [OH:13][CH2:12][C:10]1[CH:11]=[C:7]2[C:6]([C:20]([OH:22])=[O:21])=[CH:5][CH:4]=[C:3]([O:2][CH3:1])[N:8]2[N:9]=1. The catalyst class is: 5. (2) Reactant: Br[C:2]1[N:6]2[CH2:7][CH2:8][N:9]([C:11]([C:13]3[CH:18]=[CH:17][CH:16]=[C:15]([C:19]([F:22])([F:21])[F:20])[C:14]=3[Cl:23])=[O:12])[CH2:10][C:5]2=[N:4][N:3]=1.C(=O)([O-])[O-].[Na+].[Na+].[C:30]1(B(O)O)[CH:35]=[CH:34][CH:33]=[CH:32][CH:31]=1. Product: [Cl:23][C:14]1[C:15]([C:19]([F:22])([F:21])[F:20])=[CH:16][CH:17]=[CH:18][C:13]=1[C:11]([N:9]1[CH2:8][CH2:7][N:6]2[C:2]([C:30]3[CH:35]=[CH:34][CH:33]=[CH:32][CH:31]=3)=[N:3][N:4]=[C:5]2[CH2:10]1)=[O:12]. The catalyst class is: 600. (3) Reactant: [CH2:1]([O:8][C:9]([N:11]1[CH2:16][CH2:15][CH:14]([C:17](=O)[CH2:18][C:19]([C:21]2[CH:26]=[CH:25][C:24]([CH3:27])=[CH:23][CH:22]=2)=O)[CH2:13][CH2:12]1)=[O:10])[C:2]1[CH:7]=[CH:6][CH:5]=[CH:4][CH:3]=1.[C:29]1([CH3:37])[CH:34]=[CH:33][C:32]([NH:35][NH2:36])=[CH:31][CH:30]=1.C(N(CC)CC)C. Product: [CH2:1]([O:8][C:9]([N:11]1[CH2:16][CH2:15][CH:14]([C:17]2[CH:18]=[C:19]([C:21]3[CH:26]=[CH:25][C:24]([CH3:27])=[CH:23][CH:22]=3)[N:35]([C:32]3[CH:33]=[CH:34][C:29]([CH3:37])=[CH:30][CH:31]=3)[N:36]=2)[CH2:13][CH2:12]1)=[O:10])[C:2]1[CH:7]=[CH:6][CH:5]=[CH:4][CH:3]=1. The catalyst class is: 8. (4) Reactant: [Br:1][C:2]1[CH:3]=[CH:4][C:5]2[N:6]([C:8]([C:11]([F:26])([F:25])[C:12]3[CH:13]=[CH:14][C:15]4[N:16]([CH:18]=[C:19]([C:21]([O:23]C)=[O:22])[N:20]=4)[N:17]=3)=[N:9][N:10]=2)[CH:7]=1.[Li+].[OH-]. Product: [Br:1][C:2]1[CH:3]=[CH:4][C:5]2[N:6]([C:8]([C:11]([F:26])([F:25])[C:12]3[CH:13]=[CH:14][C:15]4[N:16]([CH:18]=[C:19]([C:21]([OH:23])=[O:22])[N:20]=4)[N:17]=3)=[N:9][N:10]=2)[CH:7]=1. The catalyst class is: 72.